From a dataset of NCI-60 drug combinations with 297,098 pairs across 59 cell lines. Regression. Given two drug SMILES strings and cell line genomic features, predict the synergy score measuring deviation from expected non-interaction effect. Drug 1: C1=NC2=C(N=C(N=C2N1C3C(C(C(O3)CO)O)O)F)N. Drug 2: C1CCC(C(C1)N)N.C(=O)(C(=O)[O-])[O-].[Pt+4]. Cell line: HOP-92. Synergy scores: CSS=22.0, Synergy_ZIP=-5.88, Synergy_Bliss=4.43, Synergy_Loewe=-0.234, Synergy_HSA=4.30.